The task is: Predict the reactants needed to synthesize the given product.. This data is from Full USPTO retrosynthesis dataset with 1.9M reactions from patents (1976-2016). Given the product [N:31]1([S:28]([N:6]([CH2:5][C:4]([OH:41])=[O:3])[CH2:7][C:8]2[CH:13]=[CH:12][CH:11]=[C:10]([O:14][CH2:15][C:16]3[N:17]=[C:18]([C:22]4[CH:23]=[CH:24][CH:25]=[CH:26][CH:27]=4)[O:19][C:20]=3[CH3:21])[CH:9]=2)(=[O:29])=[O:30])[C:40]2[C:35](=[CH:36][CH:37]=[CH:38][CH:39]=2)[CH2:34][CH2:33][CH2:32]1, predict the reactants needed to synthesize it. The reactants are: C([O:3][C:4](=[O:41])[CH2:5][N:6]([S:28]([N:31]1[C:40]2[C:35](=[CH:36][CH:37]=[CH:38][CH:39]=2)[CH2:34][CH2:33][CH2:32]1)(=[O:30])=[O:29])[CH2:7][C:8]1[CH:13]=[CH:12][CH:11]=[C:10]([O:14][CH2:15][C:16]2[N:17]=[C:18]([C:22]3[CH:27]=[CH:26][CH:25]=[CH:24][CH:23]=3)[O:19][C:20]=2[CH3:21])[CH:9]=1)C.O.[OH-].[Li+].